Dataset: NCI-60 drug combinations with 297,098 pairs across 59 cell lines. Task: Regression. Given two drug SMILES strings and cell line genomic features, predict the synergy score measuring deviation from expected non-interaction effect. (1) Drug 1: CCC(=C(C1=CC=CC=C1)C2=CC=C(C=C2)OCCN(C)C)C3=CC=CC=C3.C(C(=O)O)C(CC(=O)O)(C(=O)O)O. Drug 2: CC1C(C(CC(O1)OC2CC(CC3=C2C(=C4C(=C3O)C(=O)C5=C(C4=O)C(=CC=C5)OC)O)(C(=O)CO)O)N)O.Cl. Cell line: CAKI-1. Synergy scores: CSS=34.9, Synergy_ZIP=3.76, Synergy_Bliss=5.49, Synergy_Loewe=-11.9, Synergy_HSA=3.99. (2) Drug 1: C1=CC(=CC=C1CC(C(=O)O)N)N(CCCl)CCCl.Cl. Drug 2: CC1=CC=C(C=C1)C2=CC(=NN2C3=CC=C(C=C3)S(=O)(=O)N)C(F)(F)F. Cell line: OVCAR3. Synergy scores: CSS=3.49, Synergy_ZIP=-4.79, Synergy_Bliss=-6.61, Synergy_Loewe=-13.3, Synergy_HSA=-8.05. (3) Drug 1: CC1=C(C(=CC=C1)Cl)NC(=O)C2=CN=C(S2)NC3=CC(=NC(=N3)C)N4CCN(CC4)CCO. Drug 2: C(CN)CNCCSP(=O)(O)O. Cell line: SN12C. Synergy scores: CSS=14.1, Synergy_ZIP=1.21, Synergy_Bliss=4.29, Synergy_Loewe=-6.09, Synergy_HSA=3.40. (4) Drug 1: C1=CN(C(=O)N=C1N)C2C(C(C(O2)CO)O)O.Cl. Drug 2: C1=NC2=C(N=C(N=C2N1C3C(C(C(O3)CO)O)F)Cl)N. Cell line: SF-539. Synergy scores: CSS=22.0, Synergy_ZIP=-7.45, Synergy_Bliss=-3.69, Synergy_Loewe=-3.57, Synergy_HSA=-2.08. (5) Drug 1: C1=CC(=C2C(=C1NCCNCCO)C(=O)C3=C(C=CC(=C3C2=O)O)O)NCCNCCO. Synergy scores: CSS=19.8, Synergy_ZIP=-2.96, Synergy_Bliss=-8.83, Synergy_Loewe=-29.6, Synergy_HSA=-8.47. Drug 2: CC1=C(C(CCC1)(C)C)C=CC(=CC=CC(=CC(=O)O)C)C. Cell line: TK-10. (6) Drug 1: COC1=NC(=NC2=C1N=CN2C3C(C(C(O3)CO)O)O)N. Drug 2: CC1=C(C(=O)C2=C(C1=O)N3CC4C(C3(C2COC(=O)N)OC)N4)N. Cell line: MOLT-4. Synergy scores: CSS=76.9, Synergy_ZIP=0.510, Synergy_Bliss=0.594, Synergy_Loewe=-1.29, Synergy_HSA=3.35. (7) Drug 1: CC1=C2C(C(=O)C3(C(CC4C(C3C(C(C2(C)C)(CC1OC(=O)C(C(C5=CC=CC=C5)NC(=O)OC(C)(C)C)O)O)OC(=O)C6=CC=CC=C6)(CO4)OC(=O)C)OC)C)OC. Drug 2: C1=CC(=CC=C1CCC2=CNC3=C2C(=O)NC(=N3)N)C(=O)NC(CCC(=O)O)C(=O)O. Cell line: MDA-MB-231. Synergy scores: CSS=43.2, Synergy_ZIP=-3.55, Synergy_Bliss=-0.327, Synergy_Loewe=-0.774, Synergy_HSA=4.55. (8) Drug 2: COC1=C2C(=CC3=C1OC=C3)C=CC(=O)O2. Synergy scores: CSS=14.2, Synergy_ZIP=0.853, Synergy_Bliss=-2.28, Synergy_Loewe=-39.4, Synergy_HSA=-2.77. Cell line: SN12C. Drug 1: CC1C(C(CC(O1)OC2CC(OC(C2O)C)OC3=CC4=CC5=C(C(=O)C(C(C5)C(C(=O)C(C(C)O)O)OC)OC6CC(C(C(O6)C)O)OC7CC(C(C(O7)C)O)OC8CC(C(C(O8)C)O)(C)O)C(=C4C(=C3C)O)O)O)O.